The task is: Binary Classification. Given a T-cell receptor sequence (or CDR3 region) and an epitope sequence, predict whether binding occurs between them.. This data is from TCR-epitope binding with 47,182 pairs between 192 epitopes and 23,139 TCRs. The epitope is FSKQLQQSM. The TCR CDR3 sequence is CASSFLFRGRAGETQYF. Result: 0 (the TCR does not bind to the epitope).